This data is from Reaction yield outcomes from USPTO patents with 853,638 reactions. The task is: Predict the reaction yield, written as a fraction of the theoretical maximum amount of product (1.0 means a 100% yield; for example, 0.34 means a 34% yield). (1) The reactants are Cl.[F:2][C:3]1[CH:4]=[C:5]([CH:13]2[CH2:18][CH:17]([C:19]([OH:21])=[O:20])[CH2:16][CH2:15][NH:14]2)[CH:6]=[CH:7][C:8]=1[C:9]([F:12])([F:11])[F:10].[CH3:22]CN(C(C)C)C(C)C.[C:31](Cl)(=[O:34])[O:32][CH3:33].Cl. The catalyst is ClCCl. The product is [F:2][C:3]1[CH:4]=[C:5]([CH:13]2[CH2:18][CH:17]([C:19]([O:21][CH3:22])=[O:20])[CH2:16][CH2:15][N:14]2[C:31]([O:32][CH3:33])=[O:34])[CH:6]=[CH:7][C:8]=1[C:9]([F:12])([F:10])[F:11]. The yield is 0.860. (2) The catalyst is ClCCl.O. The reactants are [F:1][C:2]([F:14])([F:13])[C:3]1[CH:12]=[CH:11][C:6]2[N:7]=[C:8]([NH2:10])[S:9][C:5]=2[CH:4]=1.C(N=C=NCCCN(C)C)C.ON1C2C=CC=CC=2N=N1.[C:36]([N:39]1[CH:43]([C:44]2[CH:45]=[CH:46][C:47]([O:55][CH3:56])=[C:48]([CH:54]=2)[O:49][CH2:50][C:51](O)=[O:52])[CH2:42][C:41]([C:57]2[CH:62]=[C:61]([O:63][CH3:64])[C:60]([O:65][CH3:66])=[C:59]([O:67][CH3:68])[CH:58]=2)=[N:40]1)(=[O:38])[CH3:37]. The product is [F:14][C:2]([F:1])([F:13])[C:3]1[CH:12]=[CH:11][C:6]2[N:7]=[C:8]([NH:10][C:51](=[O:52])[CH2:50][O:49][C:48]3[CH:54]=[C:44]([CH:43]4[N:39]([C:36](=[O:38])[CH3:37])[N:40]=[C:41]([C:57]5[CH:62]=[C:61]([O:63][CH3:64])[C:60]([O:65][CH3:66])=[C:59]([O:67][CH3:68])[CH:58]=5)[CH2:42]4)[CH:45]=[CH:46][C:47]=3[O:55][CH3:56])[S:9][C:5]=2[CH:4]=1. The yield is 0.800. (3) The reactants are [C:1]([O:20][CH3:21])(=[O:19])[CH2:2][CH2:3][CH2:4][CH2:5][CH2:6][CH2:7][CH2:8][CH2:9][CH2:10][CH2:11][CH2:12][CH2:13][CH2:14][CH2:15][CH2:16][CH2:17][CH3:18].C(OC)(=O)CCCCCCC/C=C\CCCCCCCC. No catalyst specified. The product is [C:1]([O:20][CH3:21])(=[O:19])[CH2:2][CH2:3][CH2:4][CH2:5][CH2:6][CH2:7][CH2:8]/[CH:9]=[CH:10]\[CH2:11]/[CH:12]=[CH:13]\[CH2:14][CH2:15][CH2:16][CH2:17][CH3:18]. The yield is 0.160. (4) The yield is 0.290. The catalyst is C1(C)C=CC=CC=1.C1C=CC(/C=C/C(/C=C/C2C=CC=CC=2)=O)=CC=1.C1C=CC(/C=C/C(/C=C/C2C=CC=CC=2)=O)=CC=1.C1C=CC(/C=C/C(/C=C/C2C=CC=CC=2)=O)=CC=1.[Pd].[Pd]. The reactants are Br[C:2]1[C:3]2[N:4]([C:8]([CH2:14][C:15]3[CH:34]=[CH:33][C:18]4/[C:19](=[C:29](/[CH3:32])\[C:30]#[N:31])/[C:20]5[CH:27]=[CH:26][C:25]([F:28])=[CH:24][C:21]=5[O:22][CH2:23][C:17]=4[CH:16]=3)=[C:9]([CH:11]3[CH2:13][CH2:12]3)[N:10]=2)[CH:5]=[CH:6][CH:7]=1.C(P(C(C)(C)C)C1C=CC=CC=1C1C=CC=CC=1)(C)(C)C.CC(C)([O-])C.[Na+].[CH3:62][NH:63][CH3:64].C1COCC1. The product is [CH:11]1([C:9]2[N:10]=[C:3]3[C:2]([N:63]([CH3:64])[CH3:62])=[CH:7][CH:6]=[CH:5][N:4]3[C:8]=2[CH2:14][C:15]2[CH:34]=[CH:33][C:18]3/[C:19](=[C:29](/[CH3:32])\[C:30]#[N:31])/[C:20]4[CH:27]=[CH:26][C:25]([F:28])=[CH:24][C:21]=4[O:22][CH2:23][C:17]=3[CH:16]=2)[CH2:13][CH2:12]1. (5) The reactants are Cl.[O:2]=[C:3]1[NH:12][C:11]2[N:10]=[CH:9][C:8](/[CH:13]=[CH:14]/[C:15]([OH:17])=O)=[CH:7][C:6]=2[CH2:5][CH2:4]1.F[C:19](F)(F)C(O)=O.[NH:25]1[CH2:29][CH2:28][CH2:27][C@@H:26]1[C:30]1[O:31][C:32]2[CH:38]=[CH:37][CH:36]=[CH:35][C:33]=2[N:34]=1.CCN(C(C)C)C(C)C.CCN=C=NCCCN(C)C. The catalyst is CN(C1C=CN=CC=1)C.CN(C=O)C. The product is [O:31]1[C:32]2[CH:38]=[CH:37][CH:36]=[CH:35][C:33]=2[N:34]=[C:30]1[CH:26]1[CH2:19][CH2:27][CH2:28][CH2:29][N:25]1[C:15](=[O:17])/[CH:14]=[CH:13]/[C:8]1[CH:7]=[C:6]2[C:11](=[N:10][CH:9]=1)[NH:12][C:3](=[O:2])[CH2:4][CH2:5]2. The yield is 0.130. (6) The reactants are Cl.[N:2]1[N:3]([CH2:7][C:8]([OH:10])=O)[N:4]=[CH:5][CH:6]=1.[F:11][C:12]1[CH:40]=[C:39]([F:41])[CH:38]=[CH:37][C:13]=1[CH2:14][C@H:15]1[CH2:19][NH:18][C@H:17]([C:20]([NH:22][C:23]2[CH:28]=[CH:27][C:26]([O:29][C:30]3[CH:35]=[CH:34][C:33]([F:36])=[CH:32][CH:31]=3)=[CH:25][CH:24]=2)=[O:21])[CH2:16]1. No catalyst specified. The product is [N:4]1[N:3]([CH2:7][C:8]([N:18]2[CH2:19][C@H:15]([CH2:14][C:13]3[CH:37]=[CH:38][C:39]([F:41])=[CH:40][C:12]=3[F:11])[CH2:16][C@H:17]2[C:20]([NH:22][C:23]2[CH:28]=[CH:27][C:26]([O:29][C:30]3[CH:31]=[CH:32][C:33]([F:36])=[CH:34][CH:35]=3)=[CH:25][CH:24]=2)=[O:21])=[O:10])[N:2]=[CH:6][CH:5]=1. The yield is 0.630. (7) The reactants are Cl.[CH3:2][NH:3][O:4][CH3:5].[CH3:6][N:7]([S:26]([C:29]1[S:30][CH:31]=[CH:32][CH:33]=1)(=[O:28])=[O:27])[C:8]1[CH:9]=[CH:10][CH:11]=[C:12]2[C:16]=1[NH:15][C:14]([C:17]1[S:18][CH:19]([CH2:22][C:23]([OH:25])=O)[CH2:20][N:21]=1)=[CH:13]2.N1(O)C2C=CC=CC=2N=N1.Cl.CN(C)CCCN=C=NCC. The catalyst is CN(C)C=O.C(OCC)(=O)C.C(N(CC)CC)C. The product is [CH3:5][O:4][N:3]([CH3:2])[C:23](=[O:25])[CH2:22][CH:19]1[S:18][C:17]([C:14]2[NH:15][C:16]3[C:12]([CH:13]=2)=[CH:11][CH:10]=[CH:9][C:8]=3[N:7]([CH3:6])[S:26]([C:29]2[S:30][CH:31]=[CH:32][CH:33]=2)(=[O:28])=[O:27])=[N:21][CH2:20]1. The yield is 0.810. (8) The reactants are [NH2:1][C@H:2]1[CH2:7][CH2:6][C@H:5]([NH:8][C:9]2[CH:10]=[C:11]([N:28](CC3C=CC(OC)=CC=3)[S:29]([CH3:32])(=[O:31])=[O:30])[C:12]3[N:13]([C:15]([C:18]([NH:20][C:21]4[CH:26]=[CH:25][N:24]=[CH:23][C:22]=4[F:27])=[O:19])=[CH:16][N:17]=3)[N:14]=2)[CH2:4][CH2:3]1. The catalyst is C(O)(C(F)(F)F)=O. The product is [NH2:1][C@H:2]1[CH2:7][CH2:6][C@H:5]([NH:8][C:9]2[CH:10]=[C:11]([NH:28][S:29]([CH3:32])(=[O:30])=[O:31])[C:12]3[N:13]([C:15]([C:18]([NH:20][C:21]4[CH:26]=[CH:25][N:24]=[CH:23][C:22]=4[F:27])=[O:19])=[CH:16][N:17]=3)[N:14]=2)[CH2:4][CH2:3]1. The yield is 1.02. (9) The reactants are Br[C:2]1[C:7]2[S:8][C:9]([CH3:11])=[CH:10][C:6]=2[CH:5]=[CH:4][CH:3]=1.C([Li])CCC.[C:17](=[O:19])=[O:18]. The catalyst is O1CCCC1.C(OCC)C. The product is [CH3:11][C:9]1[S:8][C:7]2[C:2]([C:17]([OH:19])=[O:18])=[CH:3][CH:4]=[CH:5][C:6]=2[CH:10]=1. The yield is 0.312. (10) The reactants are CC(O[C:5]([CH3:7])=[O:6])=O.[NH2:8][C:9]1[CH:14]=[CH:13][CH:12]=[CH:11][C:10]=1[OH:15].O. The catalyst is CC(O)=O. The product is [OH:15][C:10]1[CH:11]=[CH:12][CH:13]=[CH:14][C:9]=1[NH:8][C:5](=[O:6])[CH3:7]. The yield is 0.860.